This data is from Cav3 T-type calcium channel HTS with 100,875 compounds. The task is: Binary Classification. Given a drug SMILES string, predict its activity (active/inactive) in a high-throughput screening assay against a specified biological target. (1) The molecule is S(=O)(=O)(N1CCN(CC1)C(=O)c1cc(OC)ccc1)CC. The result is 0 (inactive). (2) The molecule is O(c1c(N2C(=O)c3c(C2=O)ccc(c3)C(O)=O)cc(cc1)C)C(=O)C. The result is 0 (inactive). (3) The compound is S(=O)(=O)(N1CCOCC1)c1cc2c(=O)c(C(=O)N3CC(CC(C3)C)C)cn(c2cc1)CC. The result is 0 (inactive). (4) The drug is s1c(C\2N(CCN(CC)CC)C(=O)C(=O)C2=C(/O)c2c(c([nH]c2C)C(OC)=O)C)ccc1. The result is 0 (inactive). (5) The molecule is O(c1cc(NC(=O)c2ccncc2)cc(N)c1)C. The result is 0 (inactive). (6) The compound is O(CC(=O)N1CCN(CC1)C(=O)c1occc1)C(=O)c1c(nn(c1)c1ccccc1)c1ccccc1. The result is 0 (inactive). (7) The molecule is S(=O)(=O)(N(CC(=O)NCc1ncccc1)C)c1ccccc1. The result is 0 (inactive). (8) The compound is Clc1cc(cc(Cl)c1OC)C(=O)Nc1ncc(Cl)cc1. The result is 0 (inactive). (9) The drug is S(c1n(nnn1)c1c(OC)cccc1)CC(=O)Nc1ncccc1. The result is 0 (inactive). (10) The molecule is O=C1CC(CC=2NC(=C(C(C12)c1oc(cc1)C)C(=O)Nc1ccc(cc1)C)C)(C)C. The result is 0 (inactive).